This data is from Full USPTO retrosynthesis dataset with 1.9M reactions from patents (1976-2016). The task is: Predict the reactants needed to synthesize the given product. (1) Given the product [CH2:18]([C:17]([C:22]1[CH:27]=[CH:26][C:25]([O:28][CH2:29][C:30]([O:32][CH2:33][CH3:34])=[O:31])=[C:24]([O:35][CH3:36])[CH:23]=1)=[C:8]([C:10]1[CH:15]=[CH:14][C:13]([OH:16])=[CH:12][CH:11]=1)[C:5]1[CH:6]=[CH:7][C:2]([OH:1])=[CH:3][CH:4]=1)[CH3:19], predict the reactants needed to synthesize it. The reactants are: [OH:1][C:2]1[CH:7]=[CH:6][C:5]([C:8]([C:10]2[CH:15]=[CH:14][C:13]([OH:16])=[CH:12][CH:11]=2)=O)=[CH:4][CH:3]=1.[C:17]([C:22]1[CH:27]=[CH:26][C:25]([O:28][CH2:29][C:30]([O:32][CH2:33][CH3:34])=[O:31])=[C:24]([O:35][CH3:36])[CH:23]=1)(=O)[CH2:18][CH2:19]C. (2) Given the product [Br:14][CH2:15][C:16]([C:4]1[CH:5]=[CH:6][C:1]([CH:7]([CH3:9])[CH3:8])=[CH:2][CH:3]=1)=[O:17], predict the reactants needed to synthesize it. The reactants are: [C:1]1([CH:7]([CH3:9])[CH3:8])[CH:6]=[CH:5][CH:4]=[CH:3][CH:2]=1.[Cl-].[Al+3].[Cl-].[Cl-].[Br:14][CH2:15][C:16](Br)=[O:17]. (3) Given the product [CH3:13][O:14][C:15]1[CH:16]=[CH:17][C:18]([OH:24])=[C:19]([C:20]2[O:1][N:2]=[C:3]([C:5]3[C:10]([O:11][CH3:12])=[CH:9][CH:8]=[CH:7][N:6]=3)[N:4]=2)[CH:23]=1, predict the reactants needed to synthesize it. The reactants are: [OH:1][NH:2][C:3]([C:5]1[C:10]([O:11][CH3:12])=[CH:9][CH:8]=[CH:7][N:6]=1)=[NH:4].[CH3:13][O:14][C:15]1[CH:23]=[C:19]([C:20](O)=O)[C:18]([OH:24])=[CH:17][CH:16]=1.